This data is from Full USPTO retrosynthesis dataset with 1.9M reactions from patents (1976-2016). The task is: Predict the reactants needed to synthesize the given product. (1) Given the product [Cl:19][C:16]([F:18])([F:17])[O:15][C:12]1[CH:13]=[CH:14][C:9]([NH:8][C:6](=[O:7])[C:5]2[CH:20]=[C:21]([I:22])[C:2]([N:24]3[CH2:27][CH:26]([CH2:28][OH:29])[CH2:25]3)=[N:3][CH:4]=2)=[CH:10][CH:11]=1, predict the reactants needed to synthesize it. The reactants are: Cl[C:2]1[C:21]([I:22])=[CH:20][C:5]([C:6]([NH:8][C:9]2[CH:14]=[CH:13][C:12]([O:15][C:16]([Cl:19])([F:18])[F:17])=[CH:11][CH:10]=2)=[O:7])=[CH:4][N:3]=1.Cl.[NH:24]1[CH2:27][CH:26]([CH2:28][OH:29])[CH2:25]1. (2) Given the product [CH3:35][O:34][N:33]([CH3:32])[C:9]([C:11]1[C:12]([CH2:23][O:24][CH:25]2[CH2:30][CH2:29][CH2:28][CH2:27][O:26]2)=[N:13][O:14][C:15]=1[C:16]1[CH:21]=[CH:20][CH:19]=[CH:18][C:17]=1[Cl:22])=[O:10], predict the reactants needed to synthesize it. The reactants are: C([Mg]Cl)(C)C.C(O[C:9]([C:11]1[C:12]([CH2:23][O:24][CH:25]2[CH2:30][CH2:29][CH2:28][CH2:27][O:26]2)=[N:13][O:14][C:15]=1[C:16]1[CH:21]=[CH:20][CH:19]=[CH:18][C:17]=1[Cl:22])=[O:10])C.Cl.[CH3:32][NH:33][O:34][CH3:35]. (3) Given the product [Cl:1][C:2]1[CH:3]=[N:4][CH:5]=[C:6]([C:8]#[C:9][C:14]2[CH:15]=[CH:16][C:11]([F:10])=[C:12]([C:18]([F:21])([F:20])[F:19])[CH:13]=2)[CH:7]=1, predict the reactants needed to synthesize it. The reactants are: [Cl:1][C:2]1[CH:3]=[N:4][CH:5]=[C:6]([C:8]#[CH:9])[CH:7]=1.[F:10][C:11]1[CH:16]=[CH:15][C:14](I)=[CH:13][C:12]=1[C:18]([F:21])([F:20])[F:19].